From a dataset of Forward reaction prediction with 1.9M reactions from USPTO patents (1976-2016). Predict the product of the given reaction. (1) The product is: [CH3:17][CH:18]([CH3:19])[CH2:13][NH:1][N:2]1[C:6]2[CH:7]=[CH:8][CH:9]=[CH:10][C:5]=2[N:4]=[C:3]1[S:11][CH2:12][C:13]1[C:18]([CH3:19])=[C:17]([O:20][CH2:21][C:22]([F:25])([F:24])[F:23])[CH:16]=[CH:15][N:14]=1. Given the reactants [NH2:1][N:2]1[C:6]2[CH:7]=[CH:8][CH:9]=[CH:10][C:5]=2[N:4]=[C:3]1[S:11][CH2:12][C:13]1[C:18]([CH3:19])=[C:17]([O:20][CH2:21][C:22]([F:25])([F:24])[F:23])[CH:16]=[CH:15][N:14]=1.Cl.[BH4-].[Na+].O, predict the reaction product. (2) Given the reactants [CH2:1]([N:4]1[CH2:9][CH2:8][O:7][CH2:6][CH2:5]1)[C:2]#[CH:3].I[C:11]1[CH:16]=[CH:15][C:14](/[C:17](/[C:34]2[CH:39]=[CH:38][CH:37]=[C:36]([C:40]([F:43])([F:42])[F:41])[CH:35]=2)=[CH:18]\[CH2:19][O:20][C:21]2[CH:32]=[CH:31][C:24]([O:25][CH2:26][C:27]([O:29][CH3:30])=[O:28])=[C:23]([CH3:33])[CH:22]=2)=[CH:13][CH:12]=1, predict the reaction product. The product is: [CH3:33][C:23]1[CH:22]=[C:21]([O:20][CH2:19]/[CH:18]=[C:17](\[C:14]2[CH:15]=[CH:16][C:11]([C:3]#[C:2][CH2:1][N:4]3[CH2:9][CH2:8][O:7][CH2:6][CH2:5]3)=[CH:12][CH:13]=2)/[C:34]2[CH:39]=[CH:38][CH:37]=[C:36]([C:40]([F:43])([F:42])[F:41])[CH:35]=2)[CH:32]=[CH:31][C:24]=1[O:25][CH2:26][C:27]([O:29][CH3:30])=[O:28].